Dataset: Full USPTO retrosynthesis dataset with 1.9M reactions from patents (1976-2016). Task: Predict the reactants needed to synthesize the given product. (1) Given the product [CH3:18][CH:19]1[CH2:24][CH2:23][CH2:22][N:21]([C:2]2[N:6]([CH2:7][O:8][CH2:9][CH2:10][Si:11]([CH3:14])([CH3:13])[CH3:12])[N:5]=[CH:4][C:3]=2[N+:15]([O-:17])=[O:16])[CH2:20]1, predict the reactants needed to synthesize it. The reactants are: Cl[C:2]1[N:6]([CH2:7][O:8][CH2:9][CH2:10][Si:11]([CH3:14])([CH3:13])[CH3:12])[N:5]=[CH:4][C:3]=1[N+:15]([O-:17])=[O:16].[CH3:18][CH:19]1[CH2:24][CH2:23][CH2:22][NH:21][CH2:20]1. (2) The reactants are: [Cl:1][C:2]1[CH:7]=[CH:6][C:5]([OH:8])=[C:4]([C:9]([OH:17])([CH3:16])[CH2:10][N:11]2[CH:15]=[CH:14][N:13]=[CH:12]2)[CH:3]=1.[Cl:18][C:19]1[CH:26]=[C:25]([Cl:27])[CH:24]=[CH:23][C:20]=1[CH2:21]Cl. Given the product [Cl:1][C:2]1[CH:7]=[CH:6][C:5]([O:8][CH2:21][C:20]2[CH:23]=[CH:24][C:25]([Cl:27])=[CH:26][C:19]=2[Cl:18])=[C:4]([C:9]([OH:17])([CH3:16])[CH2:10][N:11]2[CH:15]=[CH:14][N:13]=[CH:12]2)[CH:3]=1, predict the reactants needed to synthesize it.